This data is from NCI-60 drug combinations with 297,098 pairs across 59 cell lines. The task is: Regression. Given two drug SMILES strings and cell line genomic features, predict the synergy score measuring deviation from expected non-interaction effect. (1) Drug 1: CCC1=C2CN3C(=CC4=C(C3=O)COC(=O)C4(CC)O)C2=NC5=C1C=C(C=C5)O. Drug 2: CCC1(CC2CC(C3=C(CCN(C2)C1)C4=CC=CC=C4N3)(C5=C(C=C6C(=C5)C78CCN9C7C(C=CC9)(C(C(C8N6C)(C(=O)OC)O)OC(=O)C)CC)OC)C(=O)OC)O.OS(=O)(=O)O. Cell line: NCI-H522. Synergy scores: CSS=25.0, Synergy_ZIP=1.04, Synergy_Bliss=1.62, Synergy_Loewe=1.38, Synergy_HSA=3.37. (2) Drug 1: C1=NC2=C(N1)C(=S)N=C(N2)N. Drug 2: C1=CC=C(C(=C1)C(C2=CC=C(C=C2)Cl)C(Cl)Cl)Cl. Cell line: IGROV1. Synergy scores: CSS=18.2, Synergy_ZIP=-10.2, Synergy_Bliss=-2.20, Synergy_Loewe=-23.4, Synergy_HSA=-2.42. (3) Drug 2: CC1=C(C(=CC=C1)Cl)NC(=O)C2=CN=C(S2)NC3=CC(=NC(=N3)C)N4CCN(CC4)CCO. Cell line: NCI-H322M. Drug 1: CN1CCC(CC1)COC2=C(C=C3C(=C2)N=CN=C3NC4=C(C=C(C=C4)Br)F)OC. Synergy scores: CSS=20.7, Synergy_ZIP=3.75, Synergy_Bliss=4.88, Synergy_Loewe=4.40, Synergy_HSA=5.36. (4) Drug 1: C1=CC(=CC=C1CCC2=CNC3=C2C(=O)NC(=N3)N)C(=O)NC(CCC(=O)O)C(=O)O. Drug 2: CC(CN1CC(=O)NC(=O)C1)N2CC(=O)NC(=O)C2. Cell line: HCT-15. Synergy scores: CSS=47.9, Synergy_ZIP=-0.677, Synergy_Bliss=-0.877, Synergy_Loewe=-2.69, Synergy_HSA=4.13. (5) Drug 1: C1=NC2=C(N=C(N=C2N1C3C(C(C(O3)CO)O)O)F)N. Drug 2: CC1=C(C=C(C=C1)NC(=O)C2=CC=C(C=C2)CN3CCN(CC3)C)NC4=NC=CC(=N4)C5=CN=CC=C5. Cell line: T-47D. Synergy scores: CSS=0.360, Synergy_ZIP=3.32, Synergy_Bliss=1.16, Synergy_Loewe=-1.40, Synergy_HSA=-6.41. (6) Drug 1: CC1C(C(CC(O1)OC2CC(OC(C2O)C)OC3=CC4=CC5=C(C(=O)C(C(C5)C(C(=O)C(C(C)O)O)OC)OC6CC(C(C(O6)C)O)OC7CC(C(C(O7)C)O)OC8CC(C(C(O8)C)O)(C)O)C(=C4C(=C3C)O)O)O)O. Drug 2: CCN(CC)CCCC(C)NC1=C2C=C(C=CC2=NC3=C1C=CC(=C3)Cl)OC. Cell line: HL-60(TB). Synergy scores: CSS=45.4, Synergy_ZIP=-0.398, Synergy_Bliss=-0.496, Synergy_Loewe=-17.1, Synergy_HSA=-3.19. (7) Drug 1: CCC1=C2CN3C(=CC4=C(C3=O)COC(=O)C4(CC)O)C2=NC5=C1C=C(C=C5)O. Drug 2: C1=NC(=NC(=O)N1C2C(C(C(O2)CO)O)O)N. Cell line: OVCAR3. Synergy scores: CSS=25.4, Synergy_ZIP=-10.0, Synergy_Bliss=-10.3, Synergy_Loewe=-8.22, Synergy_HSA=-6.67. (8) Drug 1: C1=NC2=C(N=C(N=C2N1C3C(C(C(O3)CO)O)F)Cl)N. Drug 2: CNC(=O)C1=NC=CC(=C1)OC2=CC=C(C=C2)NC(=O)NC3=CC(=C(C=C3)Cl)C(F)(F)F. Cell line: SW-620. Synergy scores: CSS=-2.97, Synergy_ZIP=1.87, Synergy_Bliss=-1.52, Synergy_Loewe=-14.8, Synergy_HSA=-8.44.